The task is: Predict the reaction yield, written as a fraction of the theoretical maximum amount of product (1.0 means a 100% yield; for example, 0.34 means a 34% yield).. This data is from Reaction yield outcomes from USPTO patents with 853,638 reactions. (1) The reactants are [F:1][C@H:2]1[CH2:6][NH:5][C@H:4]([C:7]([NH:9][CH2:10][C:11]2[CH:16]=[C:15]([C:17]3[CH:18]=[N:19][C:20]([C:23]([F:26])([F:25])[F:24])=[N:21][CH:22]=3)[CH:14]=[C:13]([CH3:27])[N:12]=2)=[O:8])[CH2:3]1.C(N(CC)CC)C.[F:35][C:36]1[CH:41]=[CH:40][C:39]([S:42](Cl)(=[O:44])=[O:43])=[CH:38][CH:37]=1. The catalyst is ClCCl. The product is [F:1][C@H:2]1[CH2:6][N:5]([S:42]([C:39]2[CH:40]=[CH:41][C:36]([F:35])=[CH:37][CH:38]=2)(=[O:44])=[O:43])[C@H:4]([C:7]([NH:9][CH2:10][C:11]2[CH:16]=[C:15]([C:17]3[CH:22]=[N:21][C:20]([C:23]([F:26])([F:25])[F:24])=[N:19][CH:18]=3)[CH:14]=[C:13]([CH3:27])[N:12]=2)=[O:8])[CH2:3]1. The yield is 0.783. (2) The product is [Br:1][C:2]1[CH:7]=[C:6]2[C:5](=[CH:4][CH:3]=1)[O:11][C:14]1([CH2:15][CH2:16][CH2:17][O:12][CH2:13]1)[CH2:9][C:8]2=[O:10]. The yield is 0.790. The catalyst is C1(C)C=CC=CC=1.CCOC(C)=O. The reactants are [Br:1][C:2]1[CH:3]=[CH:4][C:5]([OH:11])=[C:6]([C:8](=[O:10])[CH3:9])[CH:7]=1.[O:12]1[CH2:17][CH2:16][CH2:15][C:14](=O)[CH2:13]1.N1CCCC1.O. (3) The yield is 0.318. The product is [C:1]([C:3]1[C:4]([CH:19]([C:23]2[CH:28]=[CH:27][C:26]([Cl:29])=[C:25]([Cl:30])[CH:24]=2)[CH2:20][CH:21]=[CH2:22])=[C:5]([C:14]([OH:16])=[O:15])[S:6][C:7]=1[N:8]1[CH2:9][CH2:10][O:11][CH2:12][CH2:13]1)#[N:2]. The catalyst is O1CCCC1.O.CO. The reactants are [C:1]([C:3]1[C:4]([CH:19]([C:23]2[CH:28]=[CH:27][C:26]([Cl:29])=[C:25]([Cl:30])[CH:24]=2)[CH2:20][CH:21]=[CH2:22])=[C:5]([C:14]([O:16]CC)=[O:15])[S:6][C:7]=1[N:8]1[CH2:13][CH2:12][O:11][CH2:10][CH2:9]1)#[N:2].[OH-].[Na+]. (4) The reactants are [CH2:1]([N:3]1[C:7]([NH:8][CH:9]([CH3:11])[CH3:10])=[CH:6][CH:5]=[N:4]1)[CH3:2].C(N(CC)C(C)C)(C)C.[Cl:21][CH2:22][C:23](Cl)=[O:24].O. The catalyst is ClCCl.C(OCC)(=O)C. The product is [Cl:21][CH2:22][C:23]([N:8]([C:7]1[N:3]([CH2:1][CH3:2])[N:4]=[CH:5][CH:6]=1)[CH:9]([CH3:10])[CH3:11])=[O:24]. The yield is 0.530. (5) The reactants are [CH3:1][C:2]1([CH3:23])[C:11]2[C:6](=[CH:7][CH:8]=[C:9]([C:12]([F:15])([F:14])[F:13])[CH:10]=2)[NH:5][CH:4]([C:16]2[CH:17]=[C:18]([NH2:22])[CH:19]=[CH:20][CH:21]=2)[CH2:3]1.N1C=CC=CC=1.[F:30][C:31]1[CH:32]=[C:33]([S:37](Cl)(=[O:39])=[O:38])[CH:34]=[CH:35][CH:36]=1. The catalyst is ClCCl. The product is [CH3:1][C:2]1([CH3:23])[C:11]2[C:6](=[CH:7][CH:8]=[C:9]([C:12]([F:15])([F:13])[F:14])[CH:10]=2)[NH:5][CH:4]([C:16]2[CH:17]=[C:18]([NH:22][S:37]([C:33]3[CH:34]=[CH:35][CH:36]=[C:31]([F:30])[CH:32]=3)(=[O:39])=[O:38])[CH:19]=[CH:20][CH:21]=2)[CH2:3]1. The yield is 0.946. (6) The reactants are [C:1]([CH:3]1[CH2:6][N:5]([C:7](=[O:40])[C@H:8]([NH:10][C:11]([C:13]2[C:21]3[C:16](=[N:17][CH:18]=[C:19]([C:22]4[C:30]5[C:25](=[CH:26][C:27]([Cl:31])=[CH:28][CH:29]=5)[NH:24][N:23]=4)[N:20]=3)[N:15]([CH2:32][O:33][CH2:34][CH2:35][Si:36]([CH3:39])([CH3:38])[CH3:37])[CH:14]=2)=[O:12])[CH3:9])[CH2:4]1)#[N:2].[H-].[Na+].Br[CH2:44][CH2:45][O:46][CH3:47]. The catalyst is CN(C=O)C. The product is [C:1]([CH:3]1[CH2:6][N:5]([C:7](=[O:40])[C@H:8]([NH:10][C:11]([C:13]2[C:21]3[C:16](=[N:17][CH:18]=[C:19]([C:22]4[C:30]5[C:25](=[CH:26][C:27]([Cl:31])=[CH:28][CH:29]=5)[N:24]([CH2:44][CH2:45][O:46][CH3:47])[N:23]=4)[N:20]=3)[N:15]([CH2:32][O:33][CH2:34][CH2:35][Si:36]([CH3:39])([CH3:38])[CH3:37])[CH:14]=2)=[O:12])[CH3:9])[CH2:4]1)#[N:2]. The yield is 0.520. (7) The reactants are [O:1]1[CH:5]=[CH:4][N:3]=[CH:2]1.B.O1CCCC1.C([Li])(C)(C)C.[CH2:17]([O:24][C:25]([N:27]1[CH2:31][CH2:30][CH:29]([CH:32]=[O:33])[CH2:28]1)=[O:26])[C:18]1[CH:23]=[CH:22][CH:21]=[CH:20][CH:19]=1. The catalyst is O1CCCC1.C(O)C.[Cl-].[Na+].O.C(O)(=O)C. The product is [CH2:17]([O:24][C:25]([N:27]1[CH2:31][CH2:30][CH:29]([CH:32]([OH:33])[C:2]2[O:1][CH:5]=[CH:4][N:3]=2)[CH2:28]1)=[O:26])[C:18]1[CH:23]=[CH:22][CH:21]=[CH:20][CH:19]=1. The yield is 0.560. (8) The reactants are [NH2:1][CH2:2][CH2:3][C:4]1[C:5]([NH:11][C@@H:12]2[C:20]3[C:15](=[CH:16][CH:17]=[CH:18][CH:19]=3)[CH2:14][CH2:13]2)=[N:6][CH:7]=[N:8][C:9]=1Cl.C(N(CC)C(C)C)(C)C. The catalyst is O1CCOCC1. The product is [C@@H:12]1([NH:11][C:5]2[C:4]3[CH2:3][CH2:2][NH:1][C:9]=3[N:8]=[CH:7][N:6]=2)[C:20]2[C:15](=[CH:16][CH:17]=[CH:18][CH:19]=2)[CH2:14][CH2:13]1. The yield is 0.930.